From a dataset of Forward reaction prediction with 1.9M reactions from USPTO patents (1976-2016). Predict the product of the given reaction. (1) Given the reactants C([Li])(C)(C)C.CCCCC.Br[C:12]1[CH:13]=[C:14]2[C:18](=[CH:19][CH:20]=1)[NH:17][N:16]=[C:15]2[CH3:21].CN([CH:25]=[O:26])C, predict the reaction product. The product is: [CH3:21][C:15]1[C:14]2[C:18](=[CH:19][CH:20]=[C:12]([CH:25]=[O:26])[CH:13]=2)[NH:17][N:16]=1. (2) Given the reactants [CH3:1][O:2][C:3](=[O:19])[CH:4]([O:16][CH2:17][CH3:18])[CH2:5][C:6]1[C:14]2[CH:13]=[CH:12][S:11][C:10]=2[C:9]([OH:15])=[CH:8][CH:7]=1.[Cl:20][C:21]1[CH:26]=[CH:25][C:24]([C:27]2[O:28][C:29]([CH3:35])=[C:30]([CH2:32][CH2:33]O)[N:31]=2)=[CH:23][CH:22]=1.ClC1C=CC(C=O)=CC=1.C1(P(C2C=CC=CC=2)C2C=CC=CC=2)C=CC=CC=1.N(C(OCC)=O)=NC(OCC)=O, predict the reaction product. The product is: [CH3:1][O:2][C:3](=[O:19])[CH:4]([O:16][CH2:17][CH3:18])[CH2:5][C:6]1[C:14]2[CH:13]=[CH:12][S:11][C:10]=2[C:9]([O:15][CH2:33][CH2:32][C:30]2[N:31]=[C:27]([C:24]3[CH:25]=[CH:26][C:21]([Cl:20])=[CH:22][CH:23]=3)[O:28][C:29]=2[CH3:35])=[CH:8][CH:7]=1. (3) Given the reactants [CH2:1]([O:8][C:9]1[C:10]([C:32]([O:34]C(C)(C)C)=[O:33])=[N:11][C:12]([CH2:16][C:17]2([C:22]3[CH:27]=[CH:26][CH:25]=[C:24]([C:28]([F:31])([F:30])[F:29])[CH:23]=3)[CH2:21][CH2:20][CH2:19][CH2:18]2)=[N:13][C:14]=1[OH:15])[C:2]1[CH:7]=[CH:6][CH:5]=[CH:4][CH:3]=1.C(OC1C(C(O)=O)=NC(CC2(C3C=CC(C(F)(F)F)=CC=3)CCCC2)=NC=1O)C1C=CC=CC=1, predict the reaction product. The product is: [CH2:1]([O:8][C:9]1[C:10]([C:32]([OH:34])=[O:33])=[N:11][C:12]([CH2:16][C:17]2([C:22]3[CH:27]=[CH:26][CH:25]=[C:24]([C:28]([F:30])([F:31])[F:29])[CH:23]=3)[CH2:21][CH2:20][CH2:19][CH2:18]2)=[N:13][C:14]=1[OH:15])[C:2]1[CH:7]=[CH:6][CH:5]=[CH:4][CH:3]=1. (4) Given the reactants [N:1]1[S:2][N:3]=[C:4]2[CH:9]=[C:8]([NH:10][C:11]3[N:19]=[CH:18][CH:17]=[CH:16][C:12]=3[C:13]([OH:15])=[O:14])[CH:7]=[CH:6][C:5]=12.[CH2:20]([N:22](CC)CC)[CH3:21].ClCC#N, predict the reaction product. The product is: [N:1]1[S:2][N:3]=[C:4]2[CH:9]=[C:8]([NH:10][C:11]3[N:19]=[CH:18][CH:17]=[CH:16][C:12]=3[C:13]([O:15][CH2:21][C:20]#[N:22])=[O:14])[CH:7]=[CH:6][C:5]=12. (5) Given the reactants [P:1]([CH2:5][N:6](CC(O)=O)[CH2:7][C:8]([OH:10])=[O:9])([OH:4])([OH:3])=[O:2].OO, predict the reaction product. The product is: [P:1]([CH2:5][NH:6][CH2:7][C:8]([OH:10])=[O:9])([OH:4])([OH:3])=[O:2]. (6) Given the reactants [Si:1]([O:8][C@H:9]1[CH2:13][N:12]([C:14]([O:16][C:17]([CH3:20])([CH3:19])[CH3:18])=[O:15])[CH2:11][C@:10]1([O:24][CH3:25])[CH2:21][CH:22]=C)([C:4]([CH3:7])([CH3:6])[CH3:5])([CH3:3])[CH3:2].[O:26]=[O+][O-], predict the reaction product. The product is: [Si:1]([O:8][C@H:9]1[CH2:13][N:12]([C:14]([O:16][C:17]([CH3:19])([CH3:18])[CH3:20])=[O:15])[CH2:11][C@@:10]1([CH2:21][CH2:22][OH:26])[O:24][CH3:25])([C:4]([CH3:7])([CH3:5])[CH3:6])([CH3:2])[CH3:3].